Dataset: Forward reaction prediction with 1.9M reactions from USPTO patents (1976-2016). Task: Predict the product of the given reaction. (1) Given the reactants [Cl:1][C:2]1[CH:3]=[CH:4][C:5]2[N:11]([CH2:12][C:13]([CH3:17])([CH3:16])[CH2:14][OH:15])[C:10](=[O:18])[C@@H:9]([CH2:19][C:20]([NH:22][CH2:23][CH2:24][C:25]3[CH:30]=[CH:29][C:28]([O:31][CH2:32][C:33]([O:35]CC)=[O:34])=[CH:27][CH:26]=3)=[O:21])[O:8][C@H:7]([C:38]3[CH:43]=[CH:42][CH:41]=[C:40]([O:44][CH3:45])[C:39]=3[O:46][CH3:47])[C:6]=2[CH:48]=1.[OH-].[Na+].C(O)C, predict the reaction product. The product is: [Cl:1][C:2]1[CH:3]=[CH:4][C:5]2[N:11]([CH2:12][C:13]([CH3:16])([CH3:17])[CH2:14][OH:15])[C:10](=[O:18])[C@@H:9]([CH2:19][C:20]([NH:22][CH2:23][CH2:24][C:25]3[CH:30]=[CH:29][C:28]([O:31][CH2:32][C:33]([OH:35])=[O:34])=[CH:27][CH:26]=3)=[O:21])[O:8][C@H:7]([C:38]3[CH:43]=[CH:42][CH:41]=[C:40]([O:44][CH3:45])[C:39]=3[O:46][CH3:47])[C:6]=2[CH:48]=1. (2) The product is: [NH2:5][C@H:9]1[CH2:15][CH2:14][CH2:13][CH2:12][N:11]([CH3:16])[C:10]1=[O:17]. Given the reactants CC([N:5]([C@H:9]1[CH2:15][CH2:14][CH2:13][CH2:12][N:11]([CH3:16])[C:10]1=[O:17])C(=O)[O-])(C)C.Cl, predict the reaction product. (3) Given the reactants [CH3:1][C:2]1[C:7](C)=[CH:6][CH:5]=[CH:4][C:3]=1[CH2:9][NH:10][C:11](=[O:20])[C@@H:12]1[CH2:16][CH2:15][C:14](=[O:17])[N:13]1[CH2:18][CH3:19].[C:21]1([C:21]2[CH:26]=[CH:25]C=[CH:23][CH:22]=2)[CH:26]=[CH:25]C=[CH:23][C:22]=1CN, predict the reaction product. The product is: [C:2]1([C:1]2[CH:25]=[CH:26][CH:21]=[CH:22][CH:23]=2)[CH:7]=[CH:6][CH:5]=[CH:4][C:3]=1[CH2:9][NH:10][C:11](=[O:20])[C@@H:12]1[CH2:16][CH2:15][C:14](=[O:17])[N:13]1[CH2:18][CH3:19]. (4) Given the reactants [NH2:1][C:2]1[S:6][C:5]([C:7]2[C:12]([F:13])=[CH:11][C:10]([C:14]([OH:17])([CH3:16])[CH3:15])=[CH:9][C:8]=2[F:18])=[N:4][C:3]=1[C:19]([NH2:21])=[O:20].Br[C:23]1[N:28]=[C:27]([CH2:29][O:30][CH2:31][C:32]([CH3:35])([OH:34])[CH3:33])[CH:26]=[CH:25][CH:24]=1.CC(C1C=C(C(C)C)C(C2C=CC=CC=2P(C2CCCCC2)C2CCCCC2)=C(C(C)C)C=1)C.C(=O)([O-])[O-].[K+].[K+], predict the reaction product. The product is: [F:13][C:12]1[CH:11]=[C:10]([C:14]([OH:17])([CH3:16])[CH3:15])[CH:9]=[C:8]([F:18])[C:7]=1[C:5]1[S:6][C:2]([NH:1][C:23]2[CH:24]=[CH:25][CH:26]=[C:27]([CH2:29][O:30][CH2:31][C:32]([OH:34])([CH3:33])[CH3:35])[N:28]=2)=[C:3]([C:19]([NH2:21])=[O:20])[N:4]=1. (5) The product is: [CH3:16][C:17]([CH3:26])([CH2:20][N:21]1[CH2:25][CH2:24][CH2:23][CH2:22]1)[CH2:18][O:1][C:2]1[CH:7]=[CH:6][C:5]([C:8]2([C:14]#[N:15])[CH2:13][CH2:12][O:11][CH2:10][CH2:9]2)=[CH:4][CH:3]=1. Given the reactants [OH:1][C:2]1[CH:7]=[CH:6][C:5]([C:8]2([C:14]#[N:15])[CH2:13][CH2:12][O:11][CH2:10][CH2:9]2)=[CH:4][CH:3]=1.[CH3:16][C:17]([CH3:26])([CH2:20][N:21]1[CH2:25][CH2:24][CH2:23][CH2:22]1)[CH2:18]O.C1C=CC(P(C2C=CC=CC=2)C2C=CC=CC=2)=CC=1.CC(OC(/N=N/C(OC(C)C)=O)=O)C, predict the reaction product.